Dataset: Full USPTO retrosynthesis dataset with 1.9M reactions from patents (1976-2016). Task: Predict the reactants needed to synthesize the given product. Given the product [F:1][C:2]1[CH:7]=[CH:6][C:5]([C:8]2[C:12]([CH2:13][O:14][C:15]3[CH:23]=[CH:22][C:18]([C:19]([NH:43][C:39]4([CH3:38])[CH2:42][O:41][CH2:40]4)=[O:21])=[CH:17][N:16]=3)=[C:11]([CH2:24][OH:25])[O:10][N:9]=2)=[CH:4][CH:3]=1, predict the reactants needed to synthesize it. The reactants are: [F:1][C:2]1[CH:7]=[CH:6][C:5]([C:8]2[C:12]([CH2:13][O:14][C:15]3[CH:23]=[CH:22][C:18]([C:19]([OH:21])=O)=[CH:17][N:16]=3)=[C:11]([CH2:24][OH:25])[O:10][N:9]=2)=[CH:4][CH:3]=1.C(N1C=CN=C1)(N1C=CN=C1)=O.[CH3:38][C:39]1([NH2:43])[CH2:42][O:41][CH2:40]1.